From a dataset of Full USPTO retrosynthesis dataset with 1.9M reactions from patents (1976-2016). Predict the reactants needed to synthesize the given product. (1) Given the product [CH2:1]([O:3][C:4]([C:6]1[N:7]([C@H:33]([CH3:35])[CH2:34][NH:30][C:28]([O:27][C:23]([CH3:26])([CH3:25])[CH3:24])=[O:29])[C:8]2[C:13]([CH:14]=1)=[CH:12][C:11]([O:15][Si:16]([C:19]([CH3:21])([CH3:20])[CH3:22])([CH3:18])[CH3:17])=[CH:10][CH:9]=2)=[O:5])[CH3:2], predict the reactants needed to synthesize it. The reactants are: [CH2:1]([O:3][C:4]([C:6]1[NH:7][C:8]2[C:13]([CH:14]=1)=[CH:12][C:11]([O:15][Si:16]([C:19]([CH3:22])([CH3:21])[CH3:20])([CH3:18])[CH3:17])=[CH:10][CH:9]=2)=[O:5])[CH3:2].[C:23]([O:27][C:28]([N:30]1[CH2:34][C@H:33]([CH3:35])OS1(=O)=O)=[O:29])([CH3:26])([CH3:25])[CH3:24].CC(C)([O-])C.[K+]. (2) Given the product [CH3:1][O:2][C:3](=[O:30])[CH:4]=[CH:5][C:6]1[CH:11]=[CH:10][C:9]([O:12][C:13](=[O:27])[C:14]2[CH:19]=[CH:18][C:17]([OH:20])=[CH:16][CH:15]=2)=[C:8]([O:28][CH3:29])[CH:7]=1, predict the reactants needed to synthesize it. The reactants are: [CH3:1][O:2][C:3](=[O:30])[CH:4]=[CH:5][C:6]1[CH:11]=[CH:10][C:9]([O:12][C:13](=[O:27])[C:14]2[CH:19]=[CH:18][C:17]([O:20]C3CCCCO3)=[CH:16][CH:15]=2)=[C:8]([O:28][CH3:29])[CH:7]=1.Cl.C(=O)([O-])O.[Na+]. (3) Given the product [N+:10]([C:13]1[CH:14]=[CH:15][C:16]([C:19]2[CH:24]=[CH:23][C:22]([O:9][CH:3]3[CH:4]4[CH2:7][CH2:8][N:1]([CH2:6][CH2:5]4)[CH2:2]3)=[CH:21][CH:20]=2)=[CH:17][CH:18]=1)([O-:12])=[O:11], predict the reactants needed to synthesize it. The reactants are: [N:1]12[CH2:8][CH2:7][CH:4]([CH2:5][CH2:6]1)[CH:3]([OH:9])[CH2:2]2.[N+:10]([C:13]1[CH:18]=[CH:17][C:16]([C:19]2[CH:24]=[CH:23][C:22](O)=[CH:21][CH:20]=2)=[CH:15][CH:14]=1)([O-:12])=[O:11].CC(OC(/N=N/C(OC(C)C)=O)=O)C.C1C=CC(P(C2C=CC=CC=2)C2C=CC=CC=2)=CC=1. (4) Given the product [CH2:9]([NH:16][C:2]1[CH:3]=[N:4][CH:5]=[C:6]([Br:8])[CH:7]=1)[C:10]1[CH:15]=[CH:14][CH:13]=[CH:12][CH:11]=1, predict the reactants needed to synthesize it. The reactants are: Br[C:2]1[CH:3]=[N:4][CH:5]=[C:6]([Br:8])[CH:7]=1.[CH2:9]([NH2:16])[C:10]1[CH:15]=[CH:14][CH:13]=[CH:12][CH:11]=1.C1C=CC(P(C2C(C3C(P(C4C=CC=CC=4)C4C=CC=CC=4)=CC=C4C=3C=CC=C4)=C3C(C=CC=C3)=CC=2)C2C=CC=CC=2)=CC=1.CC(C)([O-])C.[Na+]. (5) Given the product [CH3:1][C@H:2]1[NH:3][CH2:4][CH2:5][N:6]([C:9]2[CH:14]=[CH:13][C:12]([CH2:15][CH2:16][CH3:17])=[CH:11][CH:10]=2)[CH2:7]1, predict the reactants needed to synthesize it. The reactants are: [CH3:1][C@@H:2]1[CH2:7][NH:6][CH2:5][CH2:4][NH:3]1.Br[C:9]1[CH:14]=[CH:13][C:12]([CH2:15][CH2:16][CH3:17])=[CH:11][CH:10]=1.C1C=CC(P(C2C=CC3C(=CC=CC=3)C=2C2C3C(=CC=CC=3)C=CC=2P(C2C=CC=CC=2)C2C=CC=CC=2)C2C=CC=CC=2)=CC=1.CC(C)([O-])C.[Na+]. (6) Given the product [NH:1]1[C:5]2[CH:6]=[CH:7][CH:8]=[CH:9][C:4]=2[N:3]=[C:2]1[C:10]([C:12]1[CH:17]=[CH:16][C:15]([O:18][C:20]2[C:21]([CH:26]3[CH2:27][CH2:28][N:29]([C:32]([O:34][CH3:35])=[O:33])[CH2:30][CH2:31]3)=[N:22][CH:23]=[CH:24][N:25]=2)=[CH:14][CH:13]=1)=[O:11], predict the reactants needed to synthesize it. The reactants are: [NH:1]1[C:5]2[CH:6]=[CH:7][CH:8]=[CH:9][C:4]=2[N:3]=[C:2]1[C:10]([C:12]1[CH:17]=[CH:16][C:15]([OH:18])=[CH:14][CH:13]=1)=[O:11].F[C:20]1[C:21]([CH:26]2[CH2:31][CH2:30][N:29]([C:32]([O:34][CH3:35])=[O:33])[CH2:28][CH2:27]2)=[N:22][CH:23]=[CH:24][N:25]=1.C(=O)([O-])[O-].[Cs+].[Cs+].